This data is from Full USPTO retrosynthesis dataset with 1.9M reactions from patents (1976-2016). The task is: Predict the reactants needed to synthesize the given product. (1) Given the product [Br:28][C:8]1[C:3]([OH:2])=[C:4]([C:12](=[O:27])[CH:13]=[CH:14][C:15]2[CH:20]=[CH:19][CH:18]=[C:17]([O:21][CH2:22][C:23]([O:25][CH3:26])=[O:24])[CH:16]=2)[C:5](=[O:11])[N:6]([CH3:10])[C:7]=1[CH3:9], predict the reactants needed to synthesize it. The reactants are: C[O:2][C:3]1[CH:8]=[C:7]([CH3:9])[N:6]([CH3:10])[C:5](=[O:11])[C:4]=1[C:12](=[O:27])[CH:13]=[CH:14][C:15]1[CH:20]=[CH:19][CH:18]=[C:17]([O:21][CH2:22][C:23]([O:25][CH3:26])=[O:24])[CH:16]=1.[Br:28]Br. (2) Given the product [F:1][C:2]1[CH:3]=[C:4]([CH2:9][C:10]([Cl:16])=[O:12])[CH:5]=[C:6]([F:8])[CH:7]=1, predict the reactants needed to synthesize it. The reactants are: [F:1][C:2]1[CH:3]=[C:4]([CH2:9][C:10]([OH:12])=O)[CH:5]=[C:6]([F:8])[CH:7]=1.C(Cl)(=O)C([Cl:16])=O.CN(C=O)C. (3) Given the product [CH3:25][C:24]1[CH:26]=[CH:27][C:21]([S:18]([O:9][CH2:8][CH:5]2[CH2:6][CH2:7][C:2]([F:10])([F:1])[CH2:3][CH2:4]2)(=[O:20])=[O:19])=[CH:22][CH:23]=1, predict the reactants needed to synthesize it. The reactants are: [F:1][C:2]1([F:10])[CH2:7][CH2:6][CH:5]([CH2:8][OH:9])[CH2:4][CH2:3]1.C(N(CC)CC)C.[S:18](Cl)([C:21]1[CH:27]=[CH:26][C:24]([CH3:25])=[CH:23][CH:22]=1)(=[O:20])=[O:19]. (4) Given the product [CH2:7]([O:8][C:12]1[C:13]2[N:14]([CH:19]=[CH:20][N:21]=2)[N:15]=[C:16]([Cl:18])[CH:17]=1)[C:1]1[CH:6]=[CH:5][CH:4]=[CH:3][CH:2]=1, predict the reactants needed to synthesize it. The reactants are: [C:1]1([CH2:7][OH:8])[CH:6]=[CH:5][CH:4]=[CH:3][CH:2]=1.[H-].[Na+].Br[C:12]1[C:13]2[N:14]([CH:19]=[CH:20][N:21]=2)[N:15]=[C:16]([Cl:18])[CH:17]=1.O. (5) Given the product [C:3]([C:6]1[O:10][C:9]([CH2:11][N:12]2[CH:16]=[CH:15][C:14]([NH:17][C:18]([C:20]3[N:21]=[CH:22][O:23][C:24]=3[C:25]3[CH:30]=[CH:29][CH:28]=[C:27]([CH2:31][N:35]([CH3:36])[CH3:34])[CH:26]=3)=[O:19])=[N:13]2)=[CH:8][CH:7]=1)(=[O:5])[CH3:4], predict the reactants needed to synthesize it. The reactants are: N#N.[C:3]([C:6]1[O:10][C:9]([CH2:11][N:12]2[CH:16]=[CH:15][C:14]([NH:17][C:18]([C:20]3[N:21]=[CH:22][O:23][C:24]=3[C:25]3[CH:30]=[CH:29][CH:28]=[C:27]([CH2:31]O)[CH:26]=3)=[O:19])=[N:13]2)=[CH:8][CH:7]=1)(=[O:5])[CH3:4].C[CH2:34][N:35](C(C)C)[CH:36](C)C.CS(Cl)(=O)=O.CNC.C([O-])(O)=O.[Na+].